Regression. Given two drug SMILES strings and cell line genomic features, predict the synergy score measuring deviation from expected non-interaction effect. From a dataset of NCI-60 drug combinations with 297,098 pairs across 59 cell lines. Drug 1: CC1=C(C=C(C=C1)NC(=O)C2=CC=C(C=C2)CN3CCN(CC3)C)NC4=NC=CC(=N4)C5=CN=CC=C5. Drug 2: C(CC(=O)O)C(=O)CN.Cl. Cell line: COLO 205. Synergy scores: CSS=6.73, Synergy_ZIP=-0.304, Synergy_Bliss=0.165, Synergy_Loewe=-3.86, Synergy_HSA=-3.89.